Dataset: Forward reaction prediction with 1.9M reactions from USPTO patents (1976-2016). Task: Predict the product of the given reaction. (1) Given the reactants C([O:8][C:9](=[O:38])[NH:10][CH2:11][CH2:12][NH:13][C:14](=[O:37])[C@@H:15]([NH:29]C(OC(C)(C)C)=O)[CH2:16][CH2:17][NH:18][C:19]([O:21][CH2:22][C:23]1[CH:28]=[CH:27][CH:26]=[CH:25][CH:24]=1)=[O:20])C1C=CC=CC=1.[ClH:39], predict the reaction product. The product is: [ClH:39].[CH2:22]([N:10]([CH2:11][CH2:12][NH:13][C:14](=[O:37])[C@@H:15]([NH2:29])[CH2:16][CH2:17][NH:18][C:19]([O:21][CH2:22][C:23]1[CH:24]=[CH:25][CH:26]=[CH:27][CH:28]=1)=[O:20])[C:9](=[O:38])[OH:8])[C:23]1[CH:28]=[CH:27][CH:26]=[CH:25][CH:24]=1. (2) Given the reactants [Cl-].[NH4+].[CH3:3][O:4][C:5]1[CH:6]=[C:7]([NH:19][C:20]([C:22]2[CH:23]=[C:24]([C:31]3[CH:36]=[CH:35][C:34]([Cl:37])=[CH:33][CH:32]=3)[CH:25]=[CH:26][C:27]=2[N+:28]([O-])=O)=[O:21])[CH:8]=[CH:9][C:10]=1[O:11][CH2:12][CH2:13][N:14]1[CH2:18][CH2:17][CH2:16][CH2:15]1.[CH2:38]1CCN2C(=NCCC2)CC1, predict the reaction product. The product is: [Cl:37][C:34]1[CH:35]=[CH:36][C:31]([C:24]2[CH:23]=[C:22]3[C:27](=[CH:26][CH:25]=2)[N:28]=[CH:38][N:19]([C:7]2[CH:8]=[CH:9][C:10]([O:11][CH2:12][CH2:13][N:14]4[CH2:18][CH2:17][CH2:16][CH2:15]4)=[C:5]([O:4][CH3:3])[CH:6]=2)[C:20]3=[O:21])=[CH:32][CH:33]=1.